This data is from Full USPTO retrosynthesis dataset with 1.9M reactions from patents (1976-2016). The task is: Predict the reactants needed to synthesize the given product. (1) Given the product [CH2:16]([O:23][C:24](=[O:25])[NH:1][C:2]1[CH:3]=[C:4]([F:10])[C:5]([OH:9])=[CH:6][C:7]=1[F:8])[C:17]1[CH:22]=[CH:21][CH:20]=[CH:19][CH:18]=1, predict the reactants needed to synthesize it. The reactants are: [NH2:1][C:2]1[C:7]([F:8])=[CH:6][C:5]([OH:9])=[C:4]([F:10])[CH:3]=1.C(=O)(O)[O-].[Na+].[CH2:16]([O:23][C:24](=O)[O-:25])[C:17]1[CH:22]=[CH:21][CH:20]=[CH:19][CH:18]=1. (2) Given the product [N+:1]([C:4]1[CH:9]=[CH:8][CH:7]=[C:6]([N+:10]([O-:12])=[O:11])[C:5]=1[CH2:13][CH:14]([OH:20])[C:15]([O:17][CH2:18][CH3:19])=[O:16])([O-:3])=[O:2], predict the reactants needed to synthesize it. The reactants are: [N+:1]([C:4]1[CH:9]=[CH:8][CH:7]=[C:6]([N+:10]([O-:12])=[O:11])[C:5]=1[CH2:13][C:14](=[O:20])[C:15]([O:17][CH2:18][CH3:19])=[O:16])([O-:3])=[O:2].[BH4-].[Na+].CC(C)=O.[NH4+].[Cl-]. (3) Given the product [Cl:1][C:2]1[N:10]=[C:9]2[C:5]([N:6]([CH2:21][C@H:22]3[CH2:27][CH2:26][C@H:25]([CH3:28])[CH2:24][CH2:23]3)[C:7]([C:11]3([C:15]4[CH:16]=[CH:17][CH:18]=[CH:19][CH:20]=4)[CH2:12][CH2:13][CH2:14]3)=[N:8]2)=[C:4]([NH:36][C@@H:34]([CH:30]2[CH2:33][CH2:32][CH2:31]2)[CH3:35])[N:3]=1, predict the reactants needed to synthesize it. The reactants are: [Cl:1][C:2]1[N:10]=[C:9]2[C:5]([N:6]([CH2:21][C@H:22]3[CH2:27][CH2:26][C@H:25]([CH3:28])[CH2:24][CH2:23]3)[C:7]([C:11]3([C:15]4[CH:20]=[CH:19][CH:18]=[CH:17][CH:16]=4)[CH2:14][CH2:13][CH2:12]3)=[N:8]2)=[C:4](Cl)[N:3]=1.[CH:30]1([C@H:34]([NH2:36])[CH3:35])[CH2:33][CH2:32][CH2:31]1. (4) Given the product [N:32]1([CH2:2][C:3]([NH:5][C:6]2[S:7][C:8]3[CH:14]=[CH:13][CH:12]=[C:11]([O:15][C:16]4[CH:21]=[C:20]([C:22]5[CH:27]=[CH:26][C:25]([C:28]([F:31])([F:30])[F:29])=[CH:24][CH:23]=5)[N:19]=[CH:18][N:17]=4)[C:9]=3[N:10]=2)=[O:4])[CH2:37][CH2:36][O:35][CH2:34][CH2:33]1, predict the reactants needed to synthesize it. The reactants are: Cl[CH2:2][C:3]([NH:5][C:6]1[S:7][C:8]2[CH:14]=[CH:13][CH:12]=[C:11]([O:15][C:16]3[CH:21]=[C:20]([C:22]4[CH:27]=[CH:26][C:25]([C:28]([F:31])([F:30])[F:29])=[CH:24][CH:23]=4)[N:19]=[CH:18][N:17]=3)[C:9]=2[N:10]=1)=[O:4].[NH:32]1[CH2:37][CH2:36][O:35][CH2:34][CH2:33]1. (5) Given the product [C:29]([O:33][C:34]([N:19]1[C:20]2[C:25](=[CH:24][CH:23]=[C:22]([Cl:26])[CH:21]=2)[C:17](=[CH:16][C:10]2[CH:11]=[C:12]([Br:15])[CH:13]=[CH:14][C:9]=2[O:8][C:5]([C:4]([O:3][CH2:1][CH3:2])=[O:28])([CH3:7])[CH3:6])[C:18]1=[O:27])=[O:35])([CH3:32])([CH3:31])[CH3:30], predict the reactants needed to synthesize it. The reactants are: [CH2:1]([O:3][C:4](=[O:28])[C:5]([O:8][C:9]1[CH:14]=[CH:13][C:12]([Br:15])=[CH:11][C:10]=1/[CH:16]=[C:17]1\[C:18](=[O:27])[NH:19][C:20]2[C:25]\1=[CH:24][CH:23]=[C:22]([Cl:26])[CH:21]=2)([CH3:7])[CH3:6])[CH3:2].[C:29]([O:33][C:34](O[C:34]([O:33][C:29]([CH3:32])([CH3:31])[CH3:30])=[O:35])=[O:35])([CH3:32])([CH3:31])[CH3:30]. (6) Given the product [CH2:40]([O:42][C:11](=[O:38])[CH2:12][N:13]1[N:19]=[C:18]([CH:20]2[CH2:21][CH2:22][CH2:23][CH2:24][CH2:25]2)[C:17]2[CH:26]=[CH:27][CH:28]=[CH:29][C:16]=2[N:15]([CH2:30][C:31](=[O:36])[C:32]([CH3:34])([CH3:33])[CH3:35])[C:14]1=[O:37])[CH3:41], predict the reactants needed to synthesize it. The reactants are: COC(=O)C1C=CC=C(N[C:11](=[O:38])[CH2:12][N:13]2[N:19]=[C:18]([CH:20]3[CH2:25][CH2:24][CH2:23][CH2:22][CH2:21]3)[C:17]3[CH:26]=[CH:27][CH:28]=[CH:29][C:16]=3[N:15]([CH2:30][C:31](=[O:36])[C:32]([CH3:35])([CH3:34])[CH3:33])[C:14]2=[O:37])C=1.[CH2:40]([O:42]C(=O)CN1C2C(=CC(N)=CC=2)C=C1)[CH3:41].[N+](C1C=C2C(=CC=1)NC=C2)([O-])=O.COC(=O)C1C=CC=C(N)C=1. (7) Given the product [OH:46][CH2:45][CH2:44][N:7]1[C:2](=[O:1])[C:3]2[C:10]([C:11]3[CH:12]=[CH:13][CH:14]=[CH:15][CH:16]=3)=[C:9]([C:17]3[CH:22]=[CH:21][C:20]([C:23]4([NH:27][C:28](=[O:34])[O:29][C:30]([CH3:31])([CH3:33])[CH3:32])[CH2:24][CH2:25][CH2:26]4)=[CH:19][CH:18]=3)[O:8][C:4]=2[N:5]=[CH:6]1, predict the reactants needed to synthesize it. The reactants are: [O:1]=[C:2]1[NH:7][CH:6]=[N:5][C:4]2[O:8][C:9]([C:17]3[CH:22]=[CH:21][C:20]([C:23]4([NH:27][C:28](=[O:34])[O:29][C:30]([CH3:33])([CH3:32])[CH3:31])[CH2:26][CH2:25][CH2:24]4)=[CH:19][CH:18]=3)=[C:10]([C:11]3[CH:16]=[CH:15][CH:14]=[CH:13][CH:12]=3)[C:3]1=2.C([O-])([O-])=O.[K+].[K+].[Na+].[I-].Br[CH2:44][CH2:45][OH:46]. (8) Given the product [Cl:1][C:2]1[C:3]([O:23][C:24]([F:31])([F:32])[CH:25]([F:30])[C:26]([F:27])([F:28])[F:29])=[N:4][N:5]([C:9]2[CH:14]=[C:13]([S:15]([CH2:16][C:17]([F:20])([F:19])[F:18])=[O:41])[C:12]([CH3:21])=[CH:11][C:10]=2[F:22])[C:6]=1[NH:7][CH3:8], predict the reactants needed to synthesize it. The reactants are: [Cl:1][C:2]1[C:3]([O:23][C:24]([F:32])([F:31])[CH:25]([F:30])[C:26]([F:29])([F:28])[F:27])=[N:4][N:5]([C:9]2[CH:14]=[C:13]([S:15][CH2:16][C:17]([F:20])([F:19])[F:18])[C:12]([CH3:21])=[CH:11][C:10]=2[F:22])[C:6]=1[NH:7][CH3:8].ClC1C=CC=C(C(OO)=[O:41])C=1. (9) The reactants are: [I:1][C:2]1[CH:7]=[C:6]([I:8])[CH:5]=[C:4]([I:9])[C:3]=1[C:10]1[CH:15]=[CH:14][C:13]([C:16](O)=[O:17])=[C:12]([N+:19]([O-:21])=[O:20])[CH:11]=1.S(Cl)([Cl:24])=O. Given the product [I:1][C:2]1[CH:7]=[C:6]([I:8])[CH:5]=[C:4]([I:9])[C:3]=1[C:10]1[CH:15]=[CH:14][C:13]([C:16]([Cl:24])=[O:17])=[C:12]([N+:19]([O-:21])=[O:20])[CH:11]=1, predict the reactants needed to synthesize it. (10) Given the product [CH3:22][S:19]([C:12]1[C:13]([CH3:18])=[N:14][C:15]2[C:10]([C:11]=1[N:23]1[CH2:28][CH2:27][O:26][CH2:25][CH2:24]1)=[CH:9][C:8]([N:29]1[CH2:34][CH2:33][CH2:32][CH2:31][CH2:30]1)=[CH:17][CH:16]=2)(=[O:21])=[O:20], predict the reactants needed to synthesize it. The reactants are: C(=O)([O-])[O-].[Cs+].[Cs+].Br[C:8]1[CH:9]=[C:10]2[C:15](=[CH:16][CH:17]=1)[N:14]=[C:13]([CH3:18])[C:12]([S:19]([CH3:22])(=[O:21])=[O:20])=[C:11]2[N:23]1[CH2:28][CH2:27][O:26][CH2:25][CH2:24]1.[NH:29]1[CH2:34][CH2:33][CH2:32][CH2:31][CH2:30]1.